Predict which catalyst facilitates the given reaction. From a dataset of Catalyst prediction with 721,799 reactions and 888 catalyst types from USPTO. (1) Reactant: [Cl:1][C:2]1[CH:3]=[C:4]([C:8]2[O:12][N:11]=[C:10]([C:13]([O:15]CC)=O)[CH:9]=2)[CH:5]=[CH:6][CH:7]=1.[CH3:18][Mg]I.O1CCCC1.C(N(CC)CC)C.Cl. Product: [Cl:1][C:2]1[CH:3]=[C:4]([C:8]2[O:12][N:11]=[C:10]([C:13](=[O:15])[CH3:18])[CH:9]=2)[CH:5]=[CH:6][CH:7]=1. The catalyst class is: 11. (2) Reactant: C(N(CC)CC)C.[CH3:8][O:9][C:10]1[CH:15]=[CH:14][C:13]([S:16](Cl)(=[O:18])=[O:17])=[CH:12][CH:11]=1.[CH2:20]([N:27]1[C:31]2([CH2:36][CH2:35][NH:34][CH2:33][CH2:32]2)[NH:30][CH:29]([CH2:37][C:38]2[CH:43]=[CH:42][CH:41]=[CH:40][CH:39]=2)[C:28]1=[O:44])[C:21]1[CH:26]=[CH:25][CH:24]=[CH:23][CH:22]=1.C(=O)([O-])[O-].[Na+].[Na+]. Product: [CH2:20]([N:27]1[C:31]2([CH2:32][CH2:33][N:34]([S:16]([C:13]3[CH:14]=[CH:15][C:10]([O:9][CH3:8])=[CH:11][CH:12]=3)(=[O:18])=[O:17])[CH2:35][CH2:36]2)[NH:30][CH:29]([CH2:37][C:38]2[CH:39]=[CH:40][CH:41]=[CH:42][CH:43]=2)[C:28]1=[O:44])[C:21]1[CH:26]=[CH:25][CH:24]=[CH:23][CH:22]=1. The catalyst class is: 2. (3) Reactant: Cl[C:2]1[N:7]=[CH:6][N:5]=[C:4]([NH:8][C:9]2[CH:14]=[CH:13][C:12]([N:15]3[CH2:20][CH2:19][O:18][CH2:17][CH2:16]3)=[CH:11][CH:10]=2)[CH:3]=1.[CH2:21]([CH2:24][OH:25])[CH2:22][NH2:23].CCN(C(C)C)C(C)C. Product: [O:18]1[CH2:19][CH2:20][N:15]([C:12]2[CH:13]=[CH:14][C:9]([NH:8][C:4]3[N:5]=[CH:6][N:7]=[C:2]([NH:23][CH2:22][CH2:21][CH2:24][OH:25])[CH:3]=3)=[CH:10][CH:11]=2)[CH2:16][CH2:17]1. The catalyst class is: 114. (4) Reactant: [NH2:1][CH:2]([C:12]1[C:17](=[O:18])[CH2:16][CH2:15][CH2:14][C:13]=1[NH:19][C:20]1[CH:25]=[CH:24][CH:23]=[C:22]([C:26]([F:29])([F:28])[F:27])[CH:21]=1)[C:3]1[CH:10]=[CH:9][C:6]([C:7]#[N:8])=[CH:5][C:4]=1[Br:11].C(N(CC)CC)C.[C:37](N1C=CN=C1)(N1C=CN=C1)=[O:38]. Product: [Br:11][C:4]1[CH:5]=[C:6]([CH:9]=[CH:10][C:3]=1[CH:2]1[C:12]2[C:17](=[O:18])[CH2:16][CH2:15][CH2:14][C:13]=2[N:19]([C:20]2[CH:25]=[CH:24][CH:23]=[C:22]([C:26]([F:29])([F:27])[F:28])[CH:21]=2)[C:37](=[O:38])[NH:1]1)[C:7]#[N:8]. The catalyst class is: 10. (5) Product: [CH2:10]([O:9][CH2:8][C:5]1[N:4]=[C:3]([OH:17])[C:2]([NH:1][C:25](=[O:26])[CH:24]([C:18]2[CH:23]=[CH:22][CH:21]=[CH:20][CH:19]=2)[C:28]2[CH:33]=[CH:32][CH:31]=[CH:30][CH:29]=2)=[CH:7][N:6]=1)[C:11]1[CH:12]=[CH:13][CH:14]=[CH:15][CH:16]=1. Reactant: [NH2:1][C:2]1[C:3]([OH:17])=[N:4][C:5]([CH2:8][O:9][CH2:10][C:11]2[CH:16]=[CH:15][CH:14]=[CH:13][CH:12]=2)=[N:6][CH:7]=1.[C:18]1([CH:24]([C:28]2[CH:33]=[CH:32][CH:31]=[CH:30][CH:29]=2)[C:25](O)=[O:26])[CH:23]=[CH:22][CH:21]=[CH:20][CH:19]=1.CCN(C(C)C)C(C)C.CN(C(ON1N=NC2C=CC=CC1=2)=[N+](C)C)C.[B-](F)(F)(F)F.[NH4+].[Cl-]. The catalyst class is: 3.